From a dataset of Peptide-MHC class I binding affinity with 185,985 pairs from IEDB/IMGT. Regression. Given a peptide amino acid sequence and an MHC pseudo amino acid sequence, predict their binding affinity value. This is MHC class I binding data. (1) The peptide sequence is LLDYQGMLPV. The MHC is HLA-A02:06 with pseudo-sequence HLA-A02:06. The binding affinity (normalized) is 0.912. (2) The peptide sequence is PSLQYLALK. The MHC is HLA-A03:01 with pseudo-sequence HLA-A03:01. The binding affinity (normalized) is 0.347. (3) The peptide sequence is IGRGKNHAR. The MHC is HLA-B27:05 with pseudo-sequence HLA-B27:05. The binding affinity (normalized) is 0.0847.